From a dataset of Forward reaction prediction with 1.9M reactions from USPTO patents (1976-2016). Predict the product of the given reaction. Given the reactants [N:1]1([CH2:7][C:8]([N:10]2[CH2:15][CH2:14][CH:13](/[CH:16]=[CH:17]/[C:18]3[CH:26]=[CH:25][C:21]([C:22](O)=[O:23])=[CH:20][CH:19]=3)[CH2:12][CH2:11]2)=[O:9])[CH2:6][CH2:5][O:4][CH2:3][CH2:2]1.Cl.[CH2:28]([N:30]=[C:31]=NCCCN(C)C)C.ON1C2C=CC=CC=2N=N1.CNC, predict the reaction product. The product is: [CH3:28][N:30]([CH3:31])[C:22](=[O:23])[C:21]1[CH:20]=[CH:19][C:18](/[CH:17]=[CH:16]/[CH:13]2[CH2:14][CH2:15][N:10]([C:8](=[O:9])[CH2:7][N:1]3[CH2:6][CH2:5][O:4][CH2:3][CH2:2]3)[CH2:11][CH2:12]2)=[CH:26][CH:25]=1.